From a dataset of NCI-60 drug combinations with 297,098 pairs across 59 cell lines. Regression. Given two drug SMILES strings and cell line genomic features, predict the synergy score measuring deviation from expected non-interaction effect. (1) Drug 1: CS(=O)(=O)C1=CC(=C(C=C1)C(=O)NC2=CC(=C(C=C2)Cl)C3=CC=CC=N3)Cl. Drug 2: CN1CCC(CC1)COC2=C(C=C3C(=C2)N=CN=C3NC4=C(C=C(C=C4)Br)F)OC. Cell line: HCC-2998. Synergy scores: CSS=10.6, Synergy_ZIP=-3.59, Synergy_Bliss=-2.42, Synergy_Loewe=-5.29, Synergy_HSA=-3.64. (2) Drug 1: CC1=C(C=C(C=C1)C(=O)NC2=CC(=CC(=C2)C(F)(F)F)N3C=C(N=C3)C)NC4=NC=CC(=N4)C5=CN=CC=C5. Drug 2: CC1=C(C(=CC=C1)Cl)NC(=O)C2=CN=C(S2)NC3=CC(=NC(=N3)C)N4CCN(CC4)CCO. Cell line: SK-OV-3. Synergy scores: CSS=26.9, Synergy_ZIP=2.52, Synergy_Bliss=11.8, Synergy_Loewe=-28.7, Synergy_HSA=2.06.